This data is from Peptide-MHC class I binding affinity with 185,985 pairs from IEDB/IMGT. The task is: Regression. Given a peptide amino acid sequence and an MHC pseudo amino acid sequence, predict their binding affinity value. This is MHC class I binding data. (1) The peptide sequence is KTKDYVNGL. The MHC is Patr-B0101 with pseudo-sequence Patr-B0101. The binding affinity (normalized) is 0. (2) The peptide sequence is QVPLRPMTFK. The MHC is HLA-A31:01 with pseudo-sequence HLA-A31:01. The binding affinity (normalized) is 0.350. (3) The peptide sequence is FANPLSNPF. The MHC is HLA-B15:01 with pseudo-sequence HLA-B15:01. The binding affinity (normalized) is 0.953. (4) The peptide sequence is YATVAGHEG. The MHC is HLA-A03:01 with pseudo-sequence HLA-A03:01. The binding affinity (normalized) is 0.0847.